Dataset: Full USPTO retrosynthesis dataset with 1.9M reactions from patents (1976-2016). Task: Predict the reactants needed to synthesize the given product. The reactants are: Br[C:2]1[CH:7]=[C:6]([N+:8]([O-:10])=[O:9])[CH:5]=[CH:4][C:3]=1[O:11][CH3:12].B1([C:19]2[CH:24]=[CH:23][CH:22]=[N:21][CH:20]=2)OCCCO1. Given the product [CH3:12][O:11][C:3]1[CH:4]=[CH:5][C:6]([N+:8]([O-:10])=[O:9])=[CH:7][C:2]=1[C:19]1[CH:20]=[N:21][CH:22]=[CH:23][CH:24]=1, predict the reactants needed to synthesize it.